Dataset: B-cell epitopes from IEDB database with 3,159 antigens for binding position prediction. Task: Token-level Classification. Given an antigen amino acid sequence, predict which amino acid positions are active epitope sites capable of antibody binding. Output is a list of indices for active positions. (1) Given the antigen sequence: MAEGGGGALGDASGGADGVGNASGNWHCDSQWMGNTGITKTTRTWVLPSYNNHIYKAITSGTSQDANVQYAGYSTPWGYFDFNRFHCHFSPRDWQRLINNHWGIRPKSLKFKIFNVQVKEVTTQDQTKTIANNLTSTIQVFTDDEHQLPYVLGSATEGTMPPFPSDVYALPQYGYCTMHTNQNGARFNDRSAFYCLEYFPSQMLRTGNNFEFTFDFEEVPFHSMFAHSQDLDRLMNPLVDQYLWNFNEVDSSRNAQFKKAVKGAYGTMGRNWLPGPKFLDQRVRAYTGGTDNYANWNIWSNGNKVNLKDRQYLLQPGPVSATHTEAEASSIPAQNILGLAKDPYRSGSTTAGISDIMVTDEQEVAPTNGVGWKPYGKTVTNEQNTTTAPTSSDLDVLGALPGMVWQNRDIYLQGPIWAKIPKTDGKFHPSPNLGGFGLHNPPPQVFIKNTPVPADPPVEYVHQKWNSYITQYSTGQCTVEMVWEPRKENSKRWNPEIQFT..., which amino acid positions are active epitope sites? The epitope positions are: [81, 82, 83, 84, 85, 86, 87]. The amino acids at these positions are: FNRFHCH. (2) Given the antigen sequence: MDEEEDGAGAEESGQPRSFMRLNDLSGAGGRPGPGSAEKDPGSADSEAEGLPYPALAPVVFFYLSQDSRPRSWCLRTVCNPWFERISMLVILLNCVTLGMFRPCEDIACDSQRCRILQAFDDFIFAFFAVEMVVKMVALGIFGKKCYLGDTWNRLDFFIVIAGMLEYSLDLQNVSFSAVRTVRVLRPLRAINRVPSMRILVTLLLDTLPMLGNVLLLCFFVFFIFGIVGVQLWAGLLRNRCFLPENFSLPLSVDLERYYQTENEDESPFICSQPRENGMRSCRSVPTLRGDGGGGPPCGLDYEAYNSSSNTTCVNWNQYYTNCSAGEHNPFKGAINFDNIGYAWIAIFQVITLEGWVDIMYFVMDAHSFYNFIYFILLIIVGSFFMINLCLVVIATQFSETKQRESQLMREQRVRFLSNASTLASFSEPGSCYEELLKYLVYILRKAARRLAQVSRAAGVRVGLLSSPAPLGGQETQPSSSCSRSHRRLSVHHLVHHHHH..., which amino acid positions are active epitope sites? The epitope positions are: [314, 315, 316, 317, 318, 319, 320, 321, 322, 323, 324, 325, 326, 327, 328]. The amino acids at these positions are: NWNQYYTNCSAGEHN. (3) Given the antigen sequence: MNIFIVVLLCLTGVAIAEQCGRQAGGKLCPNNLCCSQWGWCGSTDEYCSPDHNCQSNCKDSGEGVGGGSASNVLATYHLYNSQDHGWDLNAASAYCSTWDANKPYSWRSKYGWTAFCGPVGAHGQSSCGKCLSVTNTGTGAKTTVRIVDQCSNGGLDLDVNVFRQLDTDGKGYERGHITVNYQFVDCGDSFNPLFSVMKSSVIN, which amino acid positions are active epitope sites? The epitope positions are: [116, 117, 118, 119, 120, 121, 122, 123, 124, 125]. The amino acids at these positions are: CGPVGAHGQS.